Dataset: Forward reaction prediction with 1.9M reactions from USPTO patents (1976-2016). Task: Predict the product of the given reaction. (1) Given the reactants [Br:1][C:2]1[C:11]2[C:6](=[CH:7][CH:8]=[CH:9][CH:10]=2)[C:5]([C:12]2[NH:16][C:15]([CH:17]3[CH2:21][CH2:20][CH2:19][NH:18]3)=[N:14][CH:13]=2)=[CH:4][CH:3]=1.[CH3:22][O:23][C:24]([NH:26][CH:27]([CH:31]([CH3:33])[CH3:32])[C:28](O)=[O:29])=[O:25].CN(C(ON1N=NC2C=CC=NC1=2)=[N+](C)C)C.F[P-](F)(F)(F)(F)F.CN1CCOCC1, predict the reaction product. The product is: [CH3:22][O:23][C:24](=[O:25])[NH:26][CH:27]([C:28]([N:18]1[CH2:19][CH2:20][CH2:21][CH:17]1[C:15]1[NH:16][C:12]([C:5]2[C:6]3[C:11](=[CH:10][CH:9]=[CH:8][CH:7]=3)[C:2]([Br:1])=[CH:3][CH:4]=2)=[CH:13][N:14]=1)=[O:29])[CH:31]([CH3:33])[CH3:32]. (2) The product is: [NH2:17][C:18]1[N:23]([C:24]2[CH:25]=[CH:26][C:27]([NH:30][C:12]([C:9]3([C:5]4[CH:6]=[CH:7][CH:8]=[C:3]([C:2]([F:16])([F:15])[F:1])[CH:4]=4)[CH2:11][CH2:10]3)=[O:13])=[CH:28][CH:29]=2)[CH2:22][N:21]=[C:20]2[O:31][CH:32]=[CH:33][C:19]=12. Given the reactants [F:1][C:2]([F:16])([F:15])[C:3]1[CH:4]=[C:5]([C:9]2([C:12](Cl)=[O:13])[CH2:11][CH2:10]2)[CH:6]=[CH:7][CH:8]=1.[NH2:17][C:18]1[N:23]([C:24]2[CH:29]=[CH:28][C:27]([NH2:30])=[CH:26][CH:25]=2)[CH2:22][N:21]=[C:20]2[O:31][CH:32]=[CH:33][C:19]=12, predict the reaction product.